This data is from Reaction yield outcomes from USPTO patents with 853,638 reactions. The task is: Predict the reaction yield, written as a fraction of the theoretical maximum amount of product (1.0 means a 100% yield; for example, 0.34 means a 34% yield). (1) The reactants are [CH3:1][C:2]1[CH:11]=[CH:10][C:9]2[C:4](=[C:5]([OH:12])[CH:6]=[CH:7][CH:8]=2)[N:3]=1.[C:13](Cl)(=[O:15])[CH3:14].[Cl-].[Al+3].[Cl-].[Cl-].Cl. The catalyst is [N+](C1C=CC=CC=1)([O-])=O.O. The product is [OH:12][C:5]1[CH:6]=[CH:7][C:8]([C:13](=[O:15])[CH3:14])=[C:9]2[C:4]=1[N:3]=[C:2]([CH3:1])[CH:11]=[CH:10]2. The yield is 0.700. (2) The reactants are [F:1][C:2]1[CH:7]=[CH:6][C:5]([C:8]2[C:9]([C:18]([OH:20])=O)=[CH:10][C:11]([S:14]([CH3:17])(=[O:16])=[O:15])=[CH:12][CH:13]=2)=[CH:4][CH:3]=1.[F:21][C:22]1[CH:23]=[C:24]([N:29]2[CH2:34][CH2:33][NH:32][CH2:31][CH2:30]2)[CH:25]=[C:26]([F:28])[CH:27]=1. No catalyst specified. The product is [F:28][C:26]1[CH:25]=[C:24]([N:29]2[CH2:34][CH2:33][N:32]([C:18]([C:9]3[CH:10]=[C:11]([S:14]([CH3:17])(=[O:15])=[O:16])[CH:12]=[CH:13][C:8]=3[C:5]3[CH:4]=[CH:3][C:2]([F:1])=[CH:7][CH:6]=3)=[O:20])[CH2:31][CH2:30]2)[CH:23]=[C:22]([F:21])[CH:27]=1. The yield is 0.790. (3) The reactants are [C:1]1([C:7]2[NH:11][C:10]3[CH:12]=[CH:13][C:14]([CH2:16][OH:17])=[CH:15][C:9]=3[N:8]=2)[CH:6]=[CH:5][CH:4]=[CH:3][CH:2]=1. The catalyst is C1COCC1.O=[Mn]=O. The product is [C:1]1([C:7]2[NH:11][C:10]3[CH:12]=[CH:13][C:14]([CH:16]=[O:17])=[CH:15][C:9]=3[N:8]=2)[CH:6]=[CH:5][CH:4]=[CH:3][CH:2]=1. The yield is 0.991. (4) The reactants are [CH:1]([N:4]1[C:9](=[O:10])[C:8]([C:11]([O:13]CC)=[O:12])=[CH:7][C:6]2[CH:16]=[CH:17][S:18][C:5]1=2)([CH3:3])[CH3:2].[OH-].[Na+]. The catalyst is CO. The product is [CH:1]([N:4]1[C:9](=[O:10])[C:8]([C:11]([OH:13])=[O:12])=[CH:7][C:6]2[CH:16]=[CH:17][S:18][C:5]1=2)([CH3:3])[CH3:2]. The yield is 0.820.